This data is from Retrosynthesis with 50K atom-mapped reactions and 10 reaction types from USPTO. The task is: Predict the reactants needed to synthesize the given product. (1) Given the product CC(C)(C)OC(=O)c1ccc(-c2cnc(N3CCOCC3)c3nc(C=O)cn23)cc1, predict the reactants needed to synthesize it. The reactants are: CC(C)(C)OC(=O)c1ccc(B2OC(C)(C)C(C)(C)O2)cc1.O=Cc1cn2c(Br)cnc(N3CCOCC3)c2n1. (2) Given the product CCOC(=O)N1CCC(c2ccccc2Sc2ccc(C)cc2)CC1, predict the reactants needed to synthesize it. The reactants are: CCOC(=O)N1CCC(O)(c2ccccc2Sc2ccc(C)cc2)CC1. (3) Given the product OCC1=C(c2cccc3sccc23)N2CCN=C2S1, predict the reactants needed to synthesize it. The reactants are: O=CC1=C(c2cccc3sccc23)N2CCN=C2S1. (4) Given the product O=C(O)c1cc(OCCBr)c2ccccc2c1O, predict the reactants needed to synthesize it. The reactants are: O=C(O)c1cc(O)c2ccccc2c1O.OCCBr. (5) Given the product c1ccc2c(c1)Oc1cc(-c3nnn[nH]3)ccc1C2C1CC2CCC(C1)N2, predict the reactants needed to synthesize it. The reactants are: O=C(N1C2CCC1CC(C1c3ccccc3Oc3cc(-c4nnn[nH]4)ccc31)C2)C(F)(F)F. (6) Given the product CCCCCc1cc2cc(O)ccc2c(Oc2ccc(/C=C/C(=O)O)cc2)c1-c1ccccc1, predict the reactants needed to synthesize it. The reactants are: CCCCCc1cc2cc(OC)ccc2c(Oc2ccc(/C=C/C(=O)O)cc2)c1-c1ccccc1. (7) Given the product Cc1ccc(-c2nc3c(nc2-c2ccc(C)cc2)N(C(=O)OC(C)(C)C)CCC3Br)cc1, predict the reactants needed to synthesize it. The reactants are: Cc1ccc(-c2nc3c(nc2-c2ccc(C)cc2)N(C(=O)OC(C)(C)C)CCC3)cc1.O=C1CCC(=O)N1Br.